Dataset: Full USPTO retrosynthesis dataset with 1.9M reactions from patents (1976-2016). Task: Predict the reactants needed to synthesize the given product. Given the product [Cl:1][C:2]1[N:7]=[C:6]2[N:8]([S:13]([C:16]3[CH:22]=[CH:21][C:19]([CH3:20])=[CH:18][CH:17]=3)(=[O:15])=[O:14])[CH:9]=[CH:10][C:5]2=[CH:4][CH:3]=1, predict the reactants needed to synthesize it. The reactants are: [Cl:1][C:2]1[N:7]=[C:6]2[NH:8][CH:9]=[CH:10][C:5]2=[CH:4][CH:3]=1.[OH-].[Na+].[S:13](Cl)([C:16]1[CH:22]=[CH:21][C:19]([CH3:20])=[CH:18][CH:17]=1)(=[O:15])=[O:14].